From a dataset of Reaction yield outcomes from USPTO patents with 853,638 reactions. Predict the reaction yield, written as a fraction of the theoretical maximum amount of product (1.0 means a 100% yield; for example, 0.34 means a 34% yield). (1) The reactants are [NH2:1][C:2]1[N:7]=[CH:6][N:5]=[C:4]2[N:8]([CH2:27][C@H:28]3[CH2:32][CH2:31][CH2:30][N:29]3[C:33](=[O:37])[CH2:34][C:35]#[N:36])[N:9]=[C:10]([C:11]3[CH:16]=[CH:15][C:14]([O:17][C:18]4[CH:23]=[CH:22][CH:21]=[C:20]([F:24])[C:19]=4[F:25])=[CH:13][C:12]=3[F:26])[C:3]=12.[CH:38]1([CH:41]=O)[CH2:40][CH2:39]1.N1CCCCC1. The catalyst is C(O)C. The product is [NH2:1][C:2]1[N:7]=[CH:6][N:5]=[C:4]2[N:8]([CH2:27][C@H:28]3[CH2:32][CH2:31][CH2:30][N:29]3[C:33]([C:34](=[CH:41][CH:38]3[CH2:40][CH2:39]3)[C:35]#[N:36])=[O:37])[N:9]=[C:10]([C:11]3[CH:16]=[CH:15][C:14]([O:17][C:18]4[CH:23]=[CH:22][CH:21]=[C:20]([F:24])[C:19]=4[F:25])=[CH:13][C:12]=3[F:26])[C:3]=12. The yield is 0.360. (2) The reactants are [C:1]([C:3]1[O:4][C:5]2[CH:11]=[C:10]([O:12][CH3:13])[CH:9]=[CH:8][C:6]=2[CH:7]=1)#[CH:2].C#CCCCCCC.[C:22]([O:26][C:27](=[O:46])[NH:28][C:29]1([C:37]#[C:38][C:39]2[CH:44]=[CH:43][C:42](I)=[CH:41][CH:40]=2)[CH2:34][O:33][C:32]([CH3:36])([CH3:35])[O:31][CH2:30]1)([CH3:25])([CH3:24])[CH3:23].IC1C=C2C(=CC=1)CN(C(C1C=CC=CC=1)(C1C=CC=CC=1)C1C=CC=CC=1)C2. No catalyst specified. The product is [CH3:13][O:12][C:10]1[CH:9]=[CH:8][C:6]2[CH:7]=[C:3]([C:1]#[C:2][C:42]3[CH:43]=[CH:44][C:39]([C:38]#[C:37][C:29]4([NH:28][C:27](=[O:46])[O:26][C:22]([CH3:25])([CH3:24])[CH3:23])[CH2:34][O:33][C:32]([CH3:36])([CH3:35])[O:31][CH2:30]4)=[CH:40][CH:41]=3)[O:4][C:5]=2[CH:11]=1. The yield is 0.900. (3) The reactants are [OH:1][B:2]1[C:6]2[CH:7]=[C:8]([O:15]C3CCCCO3)[CH:9]=[C:10]([O:11][CH:12]([CH3:14])[CH3:13])[C:5]=2[CH:4]([CH2:22][C:23]([O:25]CC)=[O:24])[O:3]1.[OH-].[Li+].Cl. The catalyst is CCO.O. The product is [OH:1][B:2]1[C:6]2[CH:7]=[C:8]([OH:15])[CH:9]=[C:10]([O:11][CH:12]([CH3:14])[CH3:13])[C:5]=2[CH:4]([CH2:22][C:23]([OH:25])=[O:24])[O:3]1. The yield is 0.518. (4) The reactants are C([O:8][N:9]1[C:15](=[O:16])[N:14]2[CH2:17][C@H:10]1[CH2:11][CH2:12][C@H:13]2[C:18]([NH:20][NH:21][C:22]([CH:24]1[CH2:27][C:26]([F:29])([F:28])[CH2:25]1)=[O:23])=[O:19])C1C=CC=CC=1.[H][H]. The catalyst is CO.[Pd]. The product is [F:29][C:26]1([F:28])[CH2:27][CH:24]([C:22]([NH:21][NH:20][C:18]([C@@H:13]2[CH2:12][CH2:11][C@@H:10]3[CH2:17][N:14]2[C:15](=[O:16])[N:9]3[OH:8])=[O:19])=[O:23])[CH2:25]1. The yield is 0.960. (5) The reactants are [N:1]1[CH:6]=[CH:5][CH:4]=[C:3]([CH:7]([O:9][C:10]([NH:12][CH2:13][C:14]2[CH:22]=[CH:21][C:17]([C:18]([OH:20])=O)=[CH:16][CH:15]=2)=[O:11])[CH3:8])[CH:2]=1.C(C1NC=CN=1)(C1NC=CN=1)=O.[C:35]1([NH2:42])[CH:40]=[CH:39][CH:38]=[CH:37][C:36]=1[NH2:41].FC(F)(F)C(O)=O. The catalyst is C1COCC1. The product is [NH2:41][C:36]1[CH:37]=[CH:38][CH:39]=[CH:40][C:35]=1[NH:42][C:18]([C:17]1[CH:16]=[CH:15][C:14]([CH2:13][NH:12][C:10](=[O:11])[O:9][CH:7]([C:3]2[CH:2]=[N:1][CH:6]=[CH:5][CH:4]=2)[CH3:8])=[CH:22][CH:21]=1)=[O:20]. The yield is 0.460. (6) The reactants are [CH3:1][C:2]1[CH:3]=[CH:4][C:5]2[C:10]([NH:11][C:12]3[CH:17]=[C:16]([N+:18]([O-])=O)[CH:15]=[CH:14][C:13]=3[S:21][C:22]3[CH:27]=[CH:26][C:25]([OH:28])=[CH:24][CH:23]=3)=[N:9][CH:8]=[N:7][C:6]=2[N:29]=1. The catalyst is C(O)(=O)C.[Pd]. The product is [NH2:18][C:16]1[CH:15]=[CH:14][C:13]([S:21][C:22]2[CH:23]=[CH:24][C:25]([OH:28])=[CH:26][CH:27]=2)=[C:12]([NH:11][C:10]2[C:5]3[CH:4]=[CH:3][C:2]([CH3:1])=[N:29][C:6]=3[N:7]=[CH:8][N:9]=2)[CH:17]=1. The yield is 0.910.